This data is from Forward reaction prediction with 1.9M reactions from USPTO patents (1976-2016). The task is: Predict the product of the given reaction. (1) Given the reactants [NH2:1][CH:2]1[CH2:7][CH2:6][N:5]([CH2:8][CH:9]2[N:13]3[C:14](=[O:22])[CH:15]=[N:16][C:17]4[CH:18]=[CH:19][C:20](F)=[C:11]([C:12]=43)[CH2:10]2)[CH2:4][CH2:3]1.[CH3:23][O-:24].[Na+], predict the reaction product. The product is: [NH2:1][CH:2]1[CH2:7][CH2:6][N:5]([CH2:8][CH:9]2[N:13]3[C:14](=[O:22])[CH:15]=[N:16][C:17]4[CH:18]=[CH:19][C:20]([O:24][CH3:23])=[C:11]([C:12]=43)[CH2:10]2)[CH2:4][CH2:3]1. (2) Given the reactants S(=O)(=O)(O)[OH:2].[F:6][C:7]1[CH:12]=[CH:11][C:10]([CH3:13])=[CH:9][C:8]=1[NH:14][C:15](=[O:19])[CH:16]=NO, predict the reaction product. The product is: [CH3:13][C:10]1[CH:11]=[CH:12][C:7]([F:6])=[C:8]2[C:9]=1[C:16](=[O:2])[C:15](=[O:19])[NH:14]2. (3) The product is: [CH3:1][O:2][C:3]1[CH:8]=[CH:7][C:6]([C:9]2[CH:10]=[CH:11][C:12]([S:15]([NH:18][CH:19]([CH2:23][CH:22]([OH:34])[CH2:24][NH:25][C:26]3[CH:27]=[CH:28][CH:29]=[CH:30][CH:31]=3)[C:20]([OH:21])=[O:32])(=[O:16])=[O:17])=[CH:13][CH:14]=2)=[CH:5][CH:4]=1. Given the reactants [CH3:1][O:2][C:3]1[CH:8]=[CH:7][C:6]([C:9]2[CH:14]=[CH:13][C:12]([S:15]([NH:18][CH:19]3[CH2:23][CH:22]([CH2:24][NH:25][C:26]4[CH:31]=[CH:30][CH:29]=[CH:28][CH:27]=4)[O:21][C:20]3=[O:32])(=[O:17])=[O:16])=[CH:11][CH:10]=2)=[CH:5][CH:4]=1.C[O:34]C1C=CC(C2C=CC(S(NC(CC3OC3)C(OC)=O)(=O)=O)=CC=2)=CC=1.NC1C=CC=CC=1.Cl([O-])(=O)(=O)=O.[Mg+2].Cl([O-])(=O)(=O)=O, predict the reaction product. (4) The product is: [C:10]([O:49][C:48]([N:20]1[C@@H:24]([CH2:25][C:26]2[CH:27]=[CH:28][C:29]([S:7][C:1]3[CH:6]=[CH:5][CH:4]=[CH:3][CH:2]=3)=[CH:30][CH:31]=2)[CH2:23][O:22][C:21]1([CH3:40])[CH3:41])=[O:50])([CH3:9])([CH3:11])[CH3:44]. Given the reactants [C:1]1([SH:7])[CH:6]=[CH:5][CH:4]=[CH:3][CH:2]=1.C([Li])[CH2:9][CH2:10][CH3:11].C([N:20]1[C@@H:24]([CH2:25][C:26]2[CH:31]=[CH:30][C:29](OS(C(F)(F)F)(=O)=O)=[CH:28][CH:27]=2)[CH2:23][O:22][C:21]1([CH3:41])[CH3:40])C1C=CC=CC=1.[Cl-].[Li+].[CH3:44]C(C)=O.[C:48](=[O:50])=[O:49], predict the reaction product. (5) Given the reactants [CH2:1]([O:8][C:9]1[CH:18]=[C:17]2[C:12]([CH2:13][NH:14][C:15](=O)[NH:16]2)=[CH:11][C:10]=1[O:20][CH3:21])[C:2]1[CH:7]=[CH:6][CH:5]=[CH:4][CH:3]=1.CN(C=O)C.S(Cl)([Cl:29])=O, predict the reaction product. The product is: [CH2:1]([O:8][C:9]1[CH:18]=[C:17]2[C:12]([CH:13]=[N:14][C:15]([Cl:29])=[N:16]2)=[CH:11][C:10]=1[O:20][CH3:21])[C:2]1[CH:7]=[CH:6][CH:5]=[CH:4][CH:3]=1. (6) Given the reactants [CH3:1][C:2]1[CH:7]=[C:6]([S:8](Cl)(=[O:10])=[O:9])[CH:5]=[C:4]([CH3:12])[C:3]=1[C:13]1[CH:18]=[CH:17][CH:16]=[CH:15][CH:14]=1.N1C=CC=CC=1.[O-:25][C:26]#[N:27].[Na+].Br.[Br:30][C:31]1[S:35][C:34]([NH2:36])=[N:33][CH:32]=1, predict the reaction product. The product is: [Br:30][C:31]1[S:35][C:34]([NH:36][C:26]([NH:27][S:8]([C:6]2[CH:7]=[C:2]([CH3:1])[C:3]([C:13]3[CH:18]=[CH:17][CH:16]=[CH:15][CH:14]=3)=[C:4]([CH3:12])[CH:5]=2)(=[O:10])=[O:9])=[O:25])=[N:33][CH:32]=1.